This data is from Merck oncology drug combination screen with 23,052 pairs across 39 cell lines. The task is: Regression. Given two drug SMILES strings and cell line genomic features, predict the synergy score measuring deviation from expected non-interaction effect. (1) Drug 1: CN1C(=O)C=CC2(C)C3CCC4(C)C(NC(=O)OCC(F)(F)F)CCC4C3CCC12. Drug 2: CC1CC2C3CCC4=CC(=O)C=CC4(C)C3(F)C(O)CC2(C)C1(O)C(=O)CO. Cell line: KPL1. Synergy scores: synergy=30.0. (2) Drug 1: O=c1[nH]cc(F)c(=O)[nH]1. Drug 2: CC1(c2nc3c(C(N)=O)cccc3[nH]2)CCCN1. Cell line: A2058. Synergy scores: synergy=7.69. (3) Drug 1: CN1C(=O)C=CC2(C)C3CCC4(C)C(NC(=O)OCC(F)(F)F)CCC4C3CCC12. Synergy scores: synergy=-16.8. Cell line: NCIH1650. Drug 2: Nc1ccn(C2OC(CO)C(O)C2(F)F)c(=O)n1. (4) Drug 1: CN1C(=O)C=CC2(C)C3CCC4(C)C(NC(=O)OCC(F)(F)F)CCC4C3CCC12. Drug 2: CS(=O)(=O)CCNCc1ccc(-c2ccc3ncnc(Nc4ccc(OCc5cccc(F)c5)c(Cl)c4)c3c2)o1. Cell line: A2058. Synergy scores: synergy=4.71.